From a dataset of Reaction yield outcomes from USPTO patents with 853,638 reactions. Predict the reaction yield, written as a fraction of the theoretical maximum amount of product (1.0 means a 100% yield; for example, 0.34 means a 34% yield). The reactants are Cl.Cl.[C:3]1([N:9]2[CH2:14][CH2:13][N:12]([C:15]([O:17][CH2:18][CH:19]3[O:24][CH2:23][CH2:22][NH:21][CH2:20]3)=[O:16])[CH2:11][CH2:10]2)[CH:8]=[CH:7][CH:6]=[CH:5][CH:4]=1.C=O.O.[C:28](O[BH-](OC(=O)C)OC(=O)C)(=O)C.[Na+]. The catalyst is CO. The product is [C:3]1([N:9]2[CH2:14][CH2:13][N:12]([C:15]([O:17][CH2:18][CH:19]3[O:24][CH2:23][CH2:22][N:21]([CH3:28])[CH2:20]3)=[O:16])[CH2:11][CH2:10]2)[CH:4]=[CH:5][CH:6]=[CH:7][CH:8]=1. The yield is 0.889.